From a dataset of Catalyst prediction with 721,799 reactions and 888 catalyst types from USPTO. Predict which catalyst facilitates the given reaction. (1) Reactant: C(O[C:6]([C:8]1[N:9]=[C:10]([C:26]#[N:27])[C:11]2[C:16]([C:17]=1[OH:18])=[CH:15][C:14]([O:19][C:20]1[CH:25]=[CH:24][CH:23]=[CH:22][CH:21]=1)=[CH:13][CH:12]=2)=[O:7])CCC.[CH3:28][O:29][C:30](=[O:36])[C:31]([CH3:35])([CH3:34])[CH2:32][NH2:33]. Product: [CH3:28][O:29][C:30](=[O:36])[C:31]([CH3:35])([CH3:34])[CH2:32][NH:33][C:6]([C:8]1[N:9]=[C:10]([C:26]#[N:27])[C:11]2[C:16]([C:17]=1[OH:18])=[CH:15][C:14]([O:19][C:20]1[CH:25]=[CH:24][CH:23]=[CH:22][CH:21]=1)=[CH:13][CH:12]=2)=[O:7]. The catalyst class is: 14. (2) Reactant: Br[C:2]1[S:6][C:5]([C:7]2[CH:8]=[CH:9][C:10]([O:15][CH:16]([CH3:18])[CH3:17])=[C:11]([CH:14]=2)[C:12]#[N:13])=[N:4][N:3]=1.CC1(C)C(C)(C)OB([C:27]2[CH:28]=[C:29]3[C:34](=[CH:35][CH:36]=2)[CH2:33][N:32]([C:37]([O:39][C:40]([CH3:43])([CH3:42])[CH3:41])=[O:38])[CH2:31][CH2:30]3)O1. The catalyst class is: 12. Product: [C:12]([C:11]1[CH:14]=[C:7]([C:5]2[S:6][C:2]([C:27]3[CH:28]=[C:29]4[C:34](=[CH:35][CH:36]=3)[CH2:33][N:32]([C:37]([O:39][C:40]([CH3:43])([CH3:42])[CH3:41])=[O:38])[CH2:31][CH2:30]4)=[N:3][N:4]=2)[CH:8]=[CH:9][C:10]=1[O:15][CH:16]([CH3:18])[CH3:17])#[N:13]. (3) Product: [Cl:1][C:2]1[CH:20]=[CH:19][C:5]([C:6]([N:8]([C:10]2[C:15]([CH3:16])=[CH:14][CH:13]=[CH:12][C:11]=2[O:17][CH3:18])[CH3:9])=[O:7])=[CH:4][C:3]=1[C:21]1[CH:22]=[N:23][C:24]([N:29]2[CH:33]=[CH:32][CH:31]=[N:30]2)=[CH:25][C:26]=1[CH3:27]. The catalyst class is: 185. Reactant: [Cl:1][C:2]1[CH:20]=[CH:19][C:5]([C:6]([N:8]([C:10]2[C:15]([CH3:16])=[CH:14][CH:13]=[CH:12][C:11]=2[O:17][CH3:18])[CH3:9])=[O:7])=[CH:4][C:3]=1[C:21]1[CH:22]=[N:23][C:24](Cl)=[CH:25][C:26]=1[CH3:27].[NH:29]1[CH:33]=[CH:32][CH:31]=[N:30]1.C([O-])([O-])=O.[K+].[K+].CNCCNC.